Dataset: Aqueous solubility values for 9,982 compounds from the AqSolDB database. Task: Regression/Classification. Given a drug SMILES string, predict its absorption, distribution, metabolism, or excretion properties. Task type varies by dataset: regression for continuous measurements (e.g., permeability, clearance, half-life) or binary classification for categorical outcomes (e.g., BBB penetration, CYP inhibition). For this dataset (solubility_aqsoldb), we predict Y. (1) The compound is Clc1nc(Cl)nc(Cl)n1. The Y is -2.62 log mol/L. (2) The molecule is COC(CN(C)C(=O)Nc1nnc(C(C)(C)C)s1)OC. The Y is -1.87 log mol/L. (3) The drug is CC1OC1C1OC1C. The Y is -0.0575 log mol/L.